This data is from Catalyst prediction with 721,799 reactions and 888 catalyst types from USPTO. The task is: Predict which catalyst facilitates the given reaction. (1) Reactant: [CH3:1][Mg]Br.CON(C)[C:7](=[O:54])[CH2:8][C@H:9]1[CH2:14][C@H:13]([C:15]2[CH:20]=[CH:19][C:18]([CH2:21][O:22][CH2:23][CH2:24][O:25][CH3:26])=[CH:17][CH:16]=2)[C@@H:12]([O:27][CH2:28][C:29]2[CH:30]=[CH:31][C:32]3[O:37][CH2:36][CH2:35][N:34]([CH2:38][CH2:39][CH2:40][O:41][CH3:42])[C:33]=3[CH:43]=2)[CH2:11][N:10]1[S:44]([C:47]1[CH:52]=[CH:51][C:50]([CH3:53])=[CH:49][CH:48]=1)(=[O:46])=[O:45].S([O-])(O)(=O)=O.[K+]. Product: [CH3:26][O:25][CH2:24][CH2:23][O:22][CH2:21][C:18]1[CH:19]=[CH:20][C:15]([C@@H:13]2[C@@H:12]([O:27][CH2:28][C:29]3[CH:30]=[CH:31][C:32]4[O:37][CH2:36][CH2:35][N:34]([CH2:38][CH2:39][CH2:40][O:41][CH3:42])[C:33]=4[CH:43]=3)[CH2:11][N:10]([S:44]([C:47]3[CH:52]=[CH:51][C:50]([CH3:53])=[CH:49][CH:48]=3)(=[O:45])=[O:46])[C@@H:9]([CH2:8][C:7](=[O:54])[CH3:1])[CH2:14]2)=[CH:16][CH:17]=1. The catalyst class is: 7. (2) Reactant: [C:1]([C@@H:4]([NH:17][C:18](=[O:35])[O:19][CH2:20][CH2:21][N:22]1[CH2:27][CH2:26][N:25]([C:28]([O:30][C:31]([CH3:34])([CH3:33])[CH3:32])=[O:29])[CH2:24][CH2:23]1)[CH2:5][C:6]1[CH:11]=[CH:10][C:9]([O:12][C:13]([CH3:16])([CH3:15])[CH3:14])=[CH:8][CH:7]=1)(O)=[O:2].[CH3:36][NH:37][CH2:38][CH2:39][C:40]1[CH:45]=[CH:44][CH:43]=[CH:42][CH:41]=1.C1CN([P+](Br)(N2CCCC2)N2CCCC2)CC1.F[P-](F)(F)(F)(F)F.CCN(C(C)C)C(C)C. Product: [CH3:36][N:37]([CH2:38][CH2:39][C:40]1[CH:45]=[CH:44][CH:43]=[CH:42][CH:41]=1)[C:1]([C@@H:4]([NH:17][C:18](=[O:35])[O:19][CH2:20][CH2:21][N:22]1[CH2:23][CH2:24][N:25]([C:28]([O:30][C:31]([CH3:33])([CH3:32])[CH3:34])=[O:29])[CH2:26][CH2:27]1)[CH2:5][C:6]1[CH:11]=[CH:10][C:9]([O:12][C:13]([CH3:15])([CH3:14])[CH3:16])=[CH:8][CH:7]=1)=[O:2]. The catalyst class is: 3.